This data is from Catalyst prediction with 721,799 reactions and 888 catalyst types from USPTO. The task is: Predict which catalyst facilitates the given reaction. (1) Reactant: [C:1]([O:5][C:6](=[O:25])[N:7]([CH2:9][C:10]1[CH:14]=[C:13](Br)[N:12](S(C2C=NC=CC=2)(=O)=O)[CH:11]=1)[CH3:8])([CH3:4])([CH3:3])[CH3:2].[Cl:26][C:27]1[CH:32]=[CH:31][C:30](B(O)O)=[C:29]([F:36])[CH:28]=1.C(=O)([O-])[O-].[Na+].[Na+]. Product: [C:1]([O:5][C:6](=[O:25])[N:7]([CH2:9][C:10]1[CH:14]=[C:13]([C:30]2[CH:31]=[CH:32][C:27]([Cl:26])=[CH:28][C:29]=2[F:36])[NH:12][CH:11]=1)[CH3:8])([CH3:2])([CH3:3])[CH3:4]. The catalyst class is: 73. (2) Reactant: Cl[C:2]1[CH:7]=[CH:6][N:5]=[C:4]2[C:8]([C:11](=[O:29])[C:12]([N:14]3[CH2:19][CH2:18][C:17](=[C:20]([C:23]4[CH:28]=[CH:27][CH:26]=[CH:25][CH:24]=4)[C:21]#[N:22])[CH2:16][CH2:15]3)=[O:13])=[CH:9][NH:10][C:3]=12.C([Sn](CCCC)(CCCC)[C:35]1[S:36][CH:37]=[CH:38][N:39]=1)CCC.O1CCOCC1. Product: [O:29]=[C:11]([C:8]1[C:4]2=[N:5][CH:6]=[CH:7][C:2]([C:35]3[S:36][CH:37]=[CH:38][N:39]=3)=[C:3]2[NH:10][CH:9]=1)[C:12]([N:14]1[CH2:19][CH2:18][C:17](=[C:20]([C:23]2[CH:28]=[CH:27][CH:26]=[CH:25][CH:24]=2)[C:21]#[N:22])[CH2:16][CH2:15]1)=[O:13]. The catalyst class is: 694.